This data is from Forward reaction prediction with 1.9M reactions from USPTO patents (1976-2016). The task is: Predict the product of the given reaction. Given the reactants ClC1C=C([C:9]2[N:13]3[C:14]4[N:22]=[C:21]([O:23][CH3:24])[CH:20]=[CH:19][C:15]=4[N:16]=[C:17]([CH3:18])[C:12]3=[C:11]([CH3:25])[N:10]=2)C=C(Cl)C=1.[F:26][C:27]1[CH:32]=[C:31]([CH3:33])[CH:30]=[CH:29][C:28]=1B(O)O, predict the reaction product. The product is: [F:26][C:27]1[CH:32]=[C:31]([CH3:33])[CH:30]=[CH:29][C:28]=1[C:9]1[N:13]2[C:14]3[N:22]=[C:21]([O:23][CH3:24])[CH:20]=[CH:19][C:15]=3[N:16]=[C:17]([CH3:18])[C:12]2=[C:11]([CH3:25])[N:10]=1.